From a dataset of Forward reaction prediction with 1.9M reactions from USPTO patents (1976-2016). Predict the product of the given reaction. (1) Given the reactants [CH2:1]([N:8]1[CH2:13][CH2:12][CH:11]([NH:14][CH2:15][C:16]2[N:17]=[C:18]([CH2:21][OH:22])[NH:19][CH:20]=2)[CH2:10][CH2:9]1)[C:2]1[CH:7]=[CH:6][CH:5]=[CH:4][CH:3]=1.C(N(CC)CC)C.[C:30]([Si:34]([CH3:37])([CH3:36])Cl)([CH3:33])([CH3:32])[CH3:31], predict the reaction product. The product is: [CH2:1]([N:8]1[CH2:13][CH2:12][CH:11]([NH:14][CH2:15][C:16]2[N:17]=[C:18]([CH2:21][O:22][Si:34]([C:30]([CH3:33])([CH3:32])[CH3:31])([CH3:37])[CH3:36])[NH:19][CH:20]=2)[CH2:10][CH2:9]1)[C:2]1[CH:3]=[CH:4][CH:5]=[CH:6][CH:7]=1. (2) Given the reactants [Cl:1][C:2]1[C:3]([F:22])=[C:4]([CH:17]=[C:18]([F:21])[C:19]=1[F:20])[C:5]([C:7](=[CH:13]OCC)[C:8]([O:10][CH2:11][CH3:12])=[O:9])=[O:6].[NH2:23][C:24]1[CH:31]=[CH:30][C:27]([CH2:28][OH:29])=[CH:26][CH:25]=1, predict the reaction product. The product is: [Cl:1][C:2]1[C:3]([F:22])=[C:4]([CH:17]=[C:18]([F:21])[C:19]=1[F:20])[C:5]([C:7](=[CH:13][NH:23][C:24]1[CH:31]=[CH:30][C:27]([CH2:28][OH:29])=[CH:26][CH:25]=1)[C:8]([O:10][CH2:11][CH3:12])=[O:9])=[O:6]. (3) Given the reactants [F:1][C:2]1[C:3]([C:22]2[CH:23]=[C:24]([CH:28]=[CH:29][C:30]=2[CH3:31])[C:25]([OH:27])=[O:26])=[CH:4][C:5]2[N:6]([N:8]=[C:9]([C:15]3[CH:20]=[CH:19][C:18]([F:21])=[CH:17][CH:16]=3)[C:10]=2[C:11](=[O:14])[NH:12][CH3:13])[CH:7]=1.Cl.[C:33]1([C:39]2([NH2:42])[CH2:41][CH2:40]2)[CH:38]=[CH:37][CH:36]=[CH:35][CH:34]=1, predict the reaction product. The product is: [C:25]([O-:27])(=[O:26])[CH3:24].[NH4+:6].[F:1][C:2]1[C:3]([C:22]2[CH:23]=[C:24]([C:25](=[O:26])[NH:42][C:39]3([C:33]4[CH:38]=[CH:37][CH:36]=[CH:35][CH:34]=4)[CH2:41][CH2:40]3)[CH:28]=[CH:29][C:30]=2[CH3:31])=[CH:4][C:5]2[N:6]([N:8]=[C:9]([C:15]3[CH:20]=[CH:19][C:18]([F:21])=[CH:17][CH:16]=3)[C:10]=2[C:11]([NH:12][CH3:13])=[O:14])[CH:7]=1. (4) Given the reactants [O:1]1[CH2:6][CH2:5][CH:4]([NH2:7])[CH2:3][CH2:2]1.Cl[CH2:9][C:10](=[O:48])[C:11]([CH3:47])([CH3:46])[CH2:12][C@@H:13]1[CH2:18][CH2:17][C@@H:16]([O:19][CH2:20][C:21]2[CH:22]=[CH:23][C:24]3[O:29][CH2:28][CH2:27][N:26]([CH2:30][CH2:31][CH2:32][O:33][CH3:34])[C:25]=3[CH:35]=2)[CH2:15][N:14]1[S:36]([C:39]1[CH:44]=[CH:43][C:42]([CH3:45])=[CH:41][CH:40]=1)(=[O:38])=[O:37].[OH-].[Na+], predict the reaction product. The product is: [CH3:34][O:33][CH2:32][CH2:31][CH2:30][N:26]1[C:25]2[CH:35]=[C:21]([CH2:20][O:19][C@H:16]3[CH2:15][N:14]([S:36]([C:39]4[CH:40]=[CH:41][C:42]([CH3:45])=[CH:43][CH:44]=4)(=[O:37])=[O:38])[C@H:13]([CH2:12][C:11]([CH3:47])([CH3:46])[C:10](=[O:48])[CH2:9][NH:7][CH:4]4[CH2:5][CH2:6][O:1][CH2:2][CH2:3]4)[CH2:18][CH2:17]3)[CH:22]=[CH:23][C:24]=2[O:29][CH2:28][CH2:27]1. (5) Given the reactants [N+:1]([C:4]1[CH:26]=[CH:25][C:7]([O:8][C:9]2[C:22]([Br:23])=[CH:21][C:12]([C:13]([NH:15][CH2:16][C:17]([O:19][CH3:20])=[O:18])=[O:14])=[CH:11][C:10]=2[Br:24])=[CH:6][CH:5]=1)([O-])=O, predict the reaction product. The product is: [NH2:1][C:4]1[CH:5]=[CH:6][C:7]([O:8][C:9]2[C:10]([Br:24])=[CH:11][C:12]([C:13]([NH:15][CH2:16][C:17]([O:19][CH3:20])=[O:18])=[O:14])=[CH:21][C:22]=2[Br:23])=[CH:25][CH:26]=1. (6) Given the reactants CN(C(ON1N=NC2C=CC=NC1=2)=[N+](C)C)C.F[P-](F)(F)(F)(F)F.CCN(C(C)C)C(C)C.[F:34][C:35]([F:41])([F:40])[CH2:36][C:37](O)=[O:38].[NH2:42][C@H:43]1[C:51]2[C:46](=[CH:47][CH:48]=[C:49]([C:52]([N:54]([CH3:67])[CH:55]3[CH2:60][CH2:59][N:58]([C:61]4[CH:66]=[CH:65][N:64]=[CH:63][CH:62]=4)[CH2:57][CH2:56]3)=[O:53])[CH:50]=2)[CH2:45][CH2:44]1, predict the reaction product. The product is: [CH3:67][N:54]([CH:55]1[CH2:60][CH2:59][N:58]([C:61]2[CH:66]=[CH:65][N:64]=[CH:63][CH:62]=2)[CH2:57][CH2:56]1)[C:52]([C:49]1[CH:50]=[C:51]2[C:46](=[CH:47][CH:48]=1)[CH2:45][CH2:44][C@H:43]2[NH:42][C:37](=[O:38])[CH2:36][C:35]([F:41])([F:40])[F:34])=[O:53]. (7) Given the reactants [Cl:1][C:2]1[CH:3]=[CH:4][C:5]([O:13][CH2:14][CH2:15][N:16]2[CH2:21][CH2:20][CH2:19][CH2:18][CH2:17]2)=[C:6]2[C:11]=1[NH:10][C:9](=O)[CH:8]=[CH:7]2.O=P(Cl)(Cl)[Cl:24].[Cl-].C([NH+](CC)CC)C, predict the reaction product. The product is: [Cl:24][C:9]1[CH:8]=[CH:7][C:6]2[C:11](=[C:2]([Cl:1])[CH:3]=[CH:4][C:5]=2[O:13][CH2:14][CH2:15][N:16]2[CH2:21][CH2:20][CH2:19][CH2:18][CH2:17]2)[N:10]=1. (8) Given the reactants [S:1]([Cl:5])(=O)(=[O:3])[OH:2].[C:6]1([N:12]2[CH2:17][CH2:16][O:15][CH2:14][CH2:13]2)[CH:11]=[CH:10][CH:9]=[CH:8][CH:7]=1, predict the reaction product. The product is: [O:15]1[CH2:16][CH2:17][N:12]([C:6]2[CH:11]=[CH:10][C:9]([S:1]([Cl:5])(=[O:3])=[O:2])=[CH:8][CH:7]=2)[CH2:13][CH2:14]1.